Task: Predict which catalyst facilitates the given reaction.. Dataset: Catalyst prediction with 721,799 reactions and 888 catalyst types from USPTO (1) Reactant: [F:1][C:2]1[CH:32]=[CH:31][C:5]([CH2:6][NH:7][C:8]([C:10]2[N:15]=[C:14]([CH3:16])[N:13]=[C:12]([C:17]3[CH2:21][C@@H:20]([C@H:22]4[CH2:27][O:26][C@H:25]([C:28]([OH:30])=[O:29])[CH2:24][O:23]4)[O:19][N:18]=3)[CH:11]=2)=[O:9])=[CH:4][C:3]=1[O:33][CH3:34].[C:35](=O)([O-])[O-].[K+].[K+].IC. Product: [F:1][C:2]1[CH:32]=[CH:31][C:5]([CH2:6][NH:7][C:8]([C:10]2[N:15]=[C:14]([CH3:16])[N:13]=[C:12]([C:17]3[CH2:21][C@@H:20]([C@H:22]4[CH2:27][O:26][C@H:25]([C:28]([O:30][CH3:35])=[O:29])[CH2:24][O:23]4)[O:19][N:18]=3)[CH:11]=2)=[O:9])=[CH:4][C:3]=1[O:33][CH3:34]. The catalyst class is: 3. (2) Reactant: [CH:1]([C:9]1[NH:13][C:12]2[CH:14]=[CH:15][CH:16]=[CH:17][C:11]=2[N:10]=1)=[CH:2][C:3]1[CH:8]=[CH:7][CH:6]=[CH:5][CH:4]=1.[Cl:18][C:19]1[CH:24]=[CH:23][N:22]=[CH:21][N:20]=1.N1C=CC=CC=1N1C2C=CC=CC=2N=C1/C=C/C1C=CC=CC=1.Cl. Product: [ClH:18].[N:20]1[CH:19]=[CH:24][C:23]([N:13]2[C:12]3[CH:14]=[CH:15][CH:16]=[CH:17][C:11]=3[N:10]=[C:9]2/[CH:1]=[CH:2]/[C:3]2[CH:4]=[CH:5][CH:6]=[CH:7][CH:8]=2)=[N:22][CH:21]=1. The catalyst class is: 5. (3) Reactant: O.[NH:2]1[CH2:7][CH2:6][C:5](=O)[CH2:4][CH2:3]1.Cl.Cl.[CH3:11][O:12][NH2:13].C(=O)([O-])[O-].[K+].[K+]. Product: [CH3:11][O:12][N:13]=[C:5]1[CH2:6][CH2:7][NH:2][CH2:3][CH2:4]1. The catalyst class is: 5. (4) Reactant: [Cl:1][C:2]1[CH:31]=[CH:30][C:5]2[N:6]([CH3:29])[C:7](=[O:28])[CH2:8][N:9]3[C:12](=[O:13])[C@@H:11]([O:14][C:15]4[N:20]=[CH:19][C:18]([CH3:21])=[CH:17][N:16]=4)[C@:10]3([C:22]3[CH:27]=[CH:26][CH:25]=[CH:24][CH:23]=3)[C:4]=2[CH:3]=1.[Li].C1C[O:36]CC1. Product: [Cl:1][C:2]1[CH:31]=[CH:30][C:5]2[N:6]([CH3:29])[C:7](=[O:28])[CH2:8][NH:9][C@@:10]([C@H:11]([O:14][C:15]3[N:16]=[CH:17][C:18]([CH3:21])=[CH:19][N:20]=3)[C:12]([OH:13])=[O:36])([C:22]3[CH:27]=[CH:26][CH:25]=[CH:24][CH:23]=3)[C:4]=2[CH:3]=1. The catalyst class is: 24. (5) Reactant: [F:1][C:2]([F:21])([F:20])[C:3]1[CH:8]=[CH:7][C:6]([C:9]2[CH:10]=[C:11]3[C:16](=[CH:17][CH:18]=2)[NH:15][C:14](=O)[CH2:13][CH2:12]3)=[CH:5][CH:4]=1.COC1C=CC(P2(=S)SP(=S)(C3C=CC(OC)=CC=3)[S:31]2)=CC=1. Product: [F:1][C:2]([F:21])([F:20])[C:3]1[CH:8]=[CH:7][C:6]([C:9]2[CH:10]=[C:11]3[C:16](=[CH:17][CH:18]=2)[NH:15][C:14](=[S:31])[CH2:13][CH2:12]3)=[CH:5][CH:4]=1. The catalyst class is: 11. (6) Reactant: N1[CH2:11][CH2:10][CH:4]([C:5](OCC)=O)[CH2:3]C1.[OH-:12].[Na+].BrC[C:16]1[CH:21]=[CH:20][CH:19]=[CH:18][CH:17]=1.C(N1CCC(C(OCC)=O)CC1)C1C=CC=CC=1.[CH3:40][Li].[CH3:42][N:43]([CH3:46])[CH:44]=O. Product: [CH2:42]([N:43]1[CH2:46][CH2:11][CH:10]([C:4]([OH:12])([CH3:3])[CH3:5])[CH2:40][CH2:44]1)[C:16]1[CH:21]=[CH:20][CH:19]=[CH:18][CH:17]=1. The catalyst class is: 90. (7) Reactant: [Br:1][C:2]1[CH:7]=[CH:6][C:5]([CH:8]([C:10]2[O:11][CH:12]=[CH:13][CH:14]=2)O)=[C:4]([CH2:15][CH3:16])[CH:3]=1.CC(C)=[O:19]. Product: [Br:1][C:2]1[CH:7]=[CH:6][C:5]([CH:8]2[C:12](=[O:11])[CH:13]=[CH:14][CH:10]2[OH:19])=[C:4]([CH2:15][CH3:16])[CH:3]=1. The catalyst class is: 6.